From a dataset of Reaction yield outcomes from USPTO patents with 853,638 reactions. Predict the reaction yield, written as a fraction of the theoretical maximum amount of product (1.0 means a 100% yield; for example, 0.34 means a 34% yield). (1) The reactants are [N:1]1([C:7]2[N:8]=[CH:9][C:10]3[C:15]([CH:16]=2)=[CH:14][CH:13]=[CH:12][CH:11]=3)[CH2:6][CH2:5][NH:4][CH2:3][CH2:2]1.C(N(CC)CC)C.[C:24](O[C:24]([O:26][C:27]([CH3:30])([CH3:29])[CH3:28])=[O:25])([O:26][C:27]([CH3:30])([CH3:29])[CH3:28])=[O:25]. The catalyst is ClCCl. The product is [CH:9]1[C:10]2[C:15](=[CH:14][CH:13]=[CH:12][CH:11]=2)[CH:16]=[C:7]([N:1]2[CH2:2][CH2:3][N:4]([C:24]([O:26][C:27]([CH3:30])([CH3:29])[CH3:28])=[O:25])[CH2:5][CH2:6]2)[N:8]=1. The yield is 0.790. (2) The reactants are [CH2:1]([N:5]1[C:13]([N:14]2[CH2:19][CH2:18][NH:17][CH2:16][CH2:15]2)=[N:12][C:11]2[C:6]1=[N:7][C:8]([C:26]1[CH:27]=[N:28][C:29]([NH2:32])=[N:30][CH:31]=1)=[N:9][C:10]=2[N:20]1[CH2:25][CH2:24][O:23][CH2:22][CH2:21]1)[CH:2]([CH3:4])[CH3:3].Cl.C(N=C=NCCCN(C)C)C.ON1C2C=CC=CC=2N=N1.[OH:55][C:56]([CH3:62])([CH3:61])[CH2:57][C:58](O)=[O:59]. The catalyst is CN(C)C=O. The product is [NH2:32][C:29]1[N:30]=[CH:31][C:26]([C:8]2[N:7]=[C:6]3[C:11]([N:12]=[C:13]([N:14]4[CH2:19][CH2:18][N:17]([C:58](=[O:59])[CH2:57][C:56]([CH3:62])([OH:55])[CH3:61])[CH2:16][CH2:15]4)[N:5]3[CH2:1][CH:2]([CH3:4])[CH3:3])=[C:10]([N:20]3[CH2:25][CH2:24][O:23][CH2:22][CH2:21]3)[N:9]=2)=[CH:27][N:28]=1. The yield is 0.670. (3) The reactants are [C:1]([O:5][C:6]([NH:8][C@H:9]1[CH2:23][CH2:22][CH2:21][O:20][CH2:19][CH:18]=[CH:17][C@@H:16]2[CH2:24][C@@:15]2([C:25](O)=[O:26])[NH:14][C:13](=[O:28])[C@@H:12]2[CH2:29][C@@H:30]([O:32][C:33]([N:35]3[CH2:43][C:42]4[C:37](=[CH:38][CH:39]=[CH:40][C:41]=4[F:44])[CH2:36]3)=[O:34])[CH2:31][N:11]2[C:10]1=[O:45])=[O:7])([CH3:4])([CH3:3])[CH3:2].N1(C(N2C=CN=C2)=O)C=CN=C1.[CH:58]1([S:61]([NH2:64])(=[O:63])=[O:62])[CH2:60][CH2:59]1.C1CCN2C(=NCCC2)CC1.S([O-])(O)(=O)=O.[K+]. The catalyst is C1(C)C=CC=CC=1.O. The product is [F:44][C:41]1[CH:40]=[CH:39][CH:38]=[C:37]2[C:42]=1[CH2:43][N:35]([C:33]([O:32][C@H:30]1[CH2:31][N:11]3[C@H:12]([C:13](=[O:28])[NH:14][C@:15]4([C:25](=[O:26])[NH:64][S:61]([CH:58]5[CH2:60][CH2:59]5)(=[O:63])=[O:62])[CH2:24][C@H:16]4[CH:17]=[CH:18][CH2:19][O:20][CH2:21][CH2:22][CH2:23][C@H:9]([NH:8][C:6]([O:5][C:1]([CH3:3])([CH3:4])[CH3:2])=[O:7])[C:10]3=[O:45])[CH2:29]1)=[O:34])[CH2:36]2. The yield is 0.550. (4) The yield is 0.430. The reactants are C(N1C=CN=C1)(N1C=CN=C1)=O.[C:13]([OH:17])(=O)[CH2:14][CH3:15].[CH2:18]([NH:20][CH2:21][CH2:22][C:23]1[CH:28]=[CH:27][C:26]([OH:29])=[CH:25][CH:24]=1)[CH3:19].CO. The product is [CH2:18]([N:20]([C:13](=[O:17])[CH2:14][CH3:15])[CH2:21][CH2:22][C:23]1[CH:24]=[CH:25][C:26]([OH:29])=[CH:27][CH:28]=1)[CH3:19]. The catalyst is O1CCCC1.C(OCC)(=O)C. (5) No catalyst specified. The reactants are [ClH:1].[NH2:2][C:3]1[CH:4]=[C:5]([C:9]2[O:13][C:12](/[CH:14]=[C:15](/[C:18]3[CH:23]=[CH:22][C:21]([O:24][CH3:25])=[C:20]([O:26][CH3:27])[CH:19]=3)\[C:16]#[N:17])=[CH:11][CH:10]=2)[CH:6]=[CH:7][CH:8]=1. The yield is 0.960. The product is [ClH:1].[NH2:2][C:3]1[CH:4]=[C:5]([C:9]2[O:13][C:12](/[CH:14]=[C:15](/[C:18]3[CH:23]=[CH:22][C:21]([O:24][CH3:25])=[C:20]([O:26][CH3:27])[CH:19]=3)\[C:16]#[N:17])=[CH:11][CH:10]=2)[CH:6]=[CH:7][CH:8]=1. (6) The reactants are [Br:1][C:2]1[CH:3]=[C:4]([F:11])[C:5]([CH2:9]O)=[C:6]([F:8])[CH:7]=1.[BrH:12].O. The catalyst is C(O)(=O)C. The product is [Br:1][C:2]1[CH:3]=[C:4]([F:11])[C:5]([CH2:9][Br:12])=[C:6]([F:8])[CH:7]=1. The yield is 0.980. (7) The reactants are N1C2C(=NC=CC=2)N([N:10]2[C:14](/[CH:15]=[C:16]3\[C:17](=[O:26])[NH:18][C:19]4[C:24]\3=[CH:23][C:22]([F:25])=[CH:21][CH:20]=4)=[C:13]([CH3:27])[C:12]([C:28]([O-])=[O:29])=[C:11]2[CH3:31])N=1.CN([CH:35]=[O:36])C. No catalyst specified. The product is [O:36]=[C:35]1[CH2:16][CH2:15][CH:14]([NH:10][C:28]([C:12]2[C:13]([CH3:27])=[C:14](/[CH:15]=[C:16]3\[C:17](=[O:26])[NH:18][C:19]4[C:24]\3=[CH:23][C:22]([F:25])=[CH:21][CH:20]=4)[NH:10][C:11]=2[CH3:31])=[O:29])[CH2:13][CH2:12]1. The yield is 0.260. (8) The reactants are FC(F)(F)C(O)=O.[Cl:8][C:9]1[C:10]([F:46])=[C:11]([CH:15]2[C:19]([C:22]3[CH:27]=[CH:26][C:25]([Cl:28])=[CH:24][C:23]=3[F:29])([C:20]#[N:21])[CH:18]([CH2:30][C:31]([CH3:42])([C:33]([O:35][C:36]3[CH:41]=[CH:40][CH:39]=[CH:38][CH:37]=3)=[O:34])[CH3:32])[NH:17][CH:16]2[C:43]([OH:45])=O)[CH:12]=[CH:13][CH:14]=1.CC1(C)[O:52][C@@H:51]([CH2:53][CH2:54][NH2:55])[CH2:50][O:49]1.CN(C(ON1N=NC2C=CC=NC1=2)=[N+](C)C)C.F[P-](F)(F)(F)(F)F.CCN(C(C)C)C(C)C.Cl. The catalyst is C(Cl)Cl.O1CCCC1. The product is [OH:52][C@H:51]([CH2:50][OH:49])[CH2:53][CH2:54][NH:55][C:43]([CH:16]1[CH:15]([C:11]2[CH:12]=[CH:13][CH:14]=[C:9]([Cl:8])[C:10]=2[F:46])[C:19]([C:22]2[CH:27]=[CH:26][C:25]([Cl:28])=[CH:24][C:23]=2[F:29])([C:20]#[N:21])[CH:18]([CH2:30][C:31]([CH3:42])([C:33]([O:35][C:36]2[CH:41]=[CH:40][CH:39]=[CH:38][CH:37]=2)=[O:34])[CH3:32])[NH:17]1)=[O:45]. The yield is 0.560. (9) The reactants are [CH2:1]([O:3][C:4]([C:6]1[NH:7][C:8]([CH3:11])=[CH:9][CH:10]=1)=[O:5])[CH3:2].[F:12][C:13]1[CH:14]=[C:15]([CH2:19][C:20](Cl)=[O:21])[CH:16]=[CH:17][CH:18]=1. The catalyst is ClCCCl. The product is [CH2:1]([O:3][C:4]([C:6]1[NH:7][C:8]([CH3:11])=[C:9]([C:20](=[O:21])[CH2:19][C:15]2[CH:16]=[CH:17][CH:18]=[C:13]([F:12])[CH:14]=2)[CH:10]=1)=[O:5])[CH3:2]. The yield is 0.780.